Predict which catalyst facilitates the given reaction. From a dataset of Catalyst prediction with 721,799 reactions and 888 catalyst types from USPTO. (1) Reactant: Cl[C:2]1[N:11]=[C:10]([NH:12][CH2:13][C:14]2[CH:19]=[CH:18][C:17]([NH:20][C:21](=[O:29])[C:22]3[CH:27]=[CH:26][C:25]([F:28])=[CH:24][CH:23]=3)=[CH:16][CH:15]=2)[C:9]2[C:4](=[CH:5][C:6]([CH3:30])=[CH:7][CH:8]=2)[N:3]=1.Cl.[CH3:32][NH:33][CH3:34]. The catalyst class is: 41. Product: [CH3:32][N:33]([CH3:34])[C:2]1[N:11]=[C:10]([NH:12][CH2:13][C:14]2[CH:19]=[CH:18][C:17]([NH:20][C:21](=[O:29])[C:22]3[CH:27]=[CH:26][C:25]([F:28])=[CH:24][CH:23]=3)=[CH:16][CH:15]=2)[C:9]2[C:4](=[CH:5][C:6]([CH3:30])=[CH:7][CH:8]=2)[N:3]=1. (2) The catalyst class is: 33. Reactant: C[O:2][C:3](=[O:25])[CH:4]([N:8]1[C:12](=[O:13])[CH:11]([CH2:14][O:15][CH2:16][C:17]2[CH:22]=[CH:21][C:20]([Br:23])=[CH:19][CH:18]=2)[NH:10][C:9]1=[O:24])[CH:5]([CH3:7])[CH3:6]. Product: [Br:23][C:20]1[CH:21]=[CH:22][C:17]([CH2:16][O:15][CH2:14][CH:11]2[C:12](=[O:13])[N:8]([CH:4]([CH:5]([CH3:7])[CH3:6])[C:3]([OH:25])=[O:2])[C:9](=[O:24])[NH:10]2)=[CH:18][CH:19]=1. (3) Reactant: [O:1]=[C:2]1[CH2:7][CH2:6][N:5]([C:8]([O:10][C:11]([CH3:14])([CH3:13])[CH3:12])=[O:9])[CH2:4][CH2:3]1.[CH2:15]([Mg]Br)[CH:16]=[CH2:17].[Cl-].[NH4+]. Product: [CH2:17]([C:2]1([OH:1])[CH2:3][CH2:4][N:5]([C:8]([O:10][C:11]([CH3:14])([CH3:13])[CH3:12])=[O:9])[CH2:6][CH2:7]1)[CH:16]=[CH2:15]. The catalyst class is: 27. (4) Reactant: [F:1][C:2]([S:5][C:6]1[CH:7]=[C:8]([C:12](=[O:14])[CH3:13])[CH:9]=[CH:10][CH:11]=1)([F:4])[F:3].[OH:15]OS([O-])=O.[K+]. Product: [F:1][C:2]([F:4])([F:3])[S:5]([C:6]1[CH:7]=[C:8]([C:12](=[O:14])[CH3:13])[CH:9]=[CH:10][CH:11]=1)=[O:15]. The catalyst class is: 200. (5) Reactant: Cl.[CH3:2][CH:3]([CH3:11])[CH2:4][CH:5]1[CH2:10][NH:9][CH2:8][CH2:7][NH:6]1.[Cl:12][C:13]1[CH:14]=[C:15]2[C:19](=[CH:20][CH:21]=1)[N:18]([S:22]([C:25]1[CH:30]=[CH:29][CH:28]=[CH:27][CH:26]=1)(=[O:24])=[O:23])[C:17]([S:31](Cl)(=[O:33])=[O:32])=[CH:16]2.C(N(CC)CC)C. Product: [Cl:12][C:13]1[CH:14]=[C:15]2[C:19](=[CH:20][CH:21]=1)[N:18]([S:22]([C:25]1[CH:30]=[CH:29][CH:28]=[CH:27][CH:26]=1)(=[O:23])=[O:24])[C:17]([S:31]([N:9]1[CH2:8][CH2:7][NH:6][CH:5]([CH2:4][CH:3]([CH3:11])[CH3:2])[CH2:10]1)(=[O:33])=[O:32])=[CH:16]2. The catalyst class is: 34. (6) Reactant: [CH3:1][O:2][C:3](=[O:16])[C@H:4]([CH2:14][OH:15])[NH:5][C:6](=O)[C:7]1[CH:12]=[CH:11][CH:10]=[CH:9][CH:8]=1.S(Cl)(Cl)=O. Product: [C:7]1([C:6]2[O:15][CH2:14][C@@H:4]([C:3]([O:2][CH3:1])=[O:16])[N:5]=2)[CH:12]=[CH:11][CH:10]=[CH:9][CH:8]=1. The catalyst class is: 2.